Predict which catalyst facilitates the given reaction. From a dataset of Catalyst prediction with 721,799 reactions and 888 catalyst types from USPTO. (1) Reactant: [N+:1](/[CH:4]=[CH:5]/[CH2:6][CH:7]([CH3:9])[CH3:8])([O-:3])=[O:2].[N:10]1[CH:15]=[CH:14][CH:13]=[CH:12][C:11]=1[CH:16]=[O:17].CCOCC.[Na+].[Cl-]. Product: [CH3:8][CH:7]([CH3:9])[CH2:6][C@@H:5]([CH2:4][N+:1]([O-:3])=[O:2])[C:16]([C:11]1[CH:12]=[CH:13][CH:14]=[CH:15][N:10]=1)=[O:17]. The catalyst class is: 2. (2) Reactant: [ClH:1].[N:2]1[CH:7]=[CH:6][C:5]([C:8]2[CH:9]=[C:10]([CH:14]=[CH:15][CH:16]=2)[CH:11]=[N:12]O)=[CH:4][CH:3]=1. Product: [ClH:1].[N:2]1[CH:7]=[CH:6][C:5]([C:8]2[CH:9]=[C:10]([CH:14]=[CH:15][CH:16]=2)[CH2:11][NH2:12])=[CH:4][CH:3]=1. The catalyst class is: 45. (3) Reactant: [Br:1][C:2]1[CH:3]=[C:4]2[C:8](=[CH:9][CH:10]=1)[NH:7][N:6]=[C:5]2[C:11]([OH:13])=[O:12].[O:14]1[CH:19]=[CH:18][CH2:17][CH2:16][CH2:15]1.CC1C=CC(S(O)(=O)=O)=CC=1. Product: [Br:1][C:2]1[CH:3]=[C:4]2[C:8](=[CH:9][CH:10]=1)[N:7]([CH:15]1[CH2:16][CH2:17][CH2:18][CH2:19][O:14]1)[N:6]=[C:5]2[C:11]([OH:13])=[O:12]. The catalyst class is: 1. (4) Reactant: [CH:1]1(B(O)O)[CH2:3][CH2:2]1.C(=O)([O-])[O-].[Na+].[Na+].C1(P(C2CCCCC2)C2C=CC=CC=2C2C(OC)=CC=CC=2OC)CCCCC1.Br[C:43]1[C:48]([C:49]2[CH:54]=[CH:53][C:52]([F:55])=[CH:51][C:50]=2[F:56])=[C:47]([F:57])[C:46]([O:58][CH2:59][CH3:60])=[C:45]([CH:61]=[O:62])[CH:44]=1. Product: [CH:1]1([C:43]2[C:48]([C:49]3[CH:54]=[CH:53][C:52]([F:55])=[CH:51][C:50]=3[F:56])=[C:47]([F:57])[C:46]([O:58][CH2:59][CH3:60])=[C:45]([CH:61]=[O:62])[CH:44]=2)[CH2:3][CH2:2]1. The catalyst class is: 720. (5) Reactant: Br.[F:2][C:3]1[C:8]([O:9]C)=[C:7]([CH:11]=[O:12])[CH:6]=[CH:5][C:4]=1[C:13]1[CH:18]=[CH:17][C:16]([F:19])=[CH:15][CH:14]=1. Product: [F:2][C:3]1[C:8]([OH:9])=[C:7]([CH:11]=[O:12])[CH:6]=[CH:5][C:4]=1[C:13]1[CH:18]=[CH:17][C:16]([F:19])=[CH:15][CH:14]=1. The catalyst class is: 15.